From a dataset of Catalyst prediction with 721,799 reactions and 888 catalyst types from USPTO. Predict which catalyst facilitates the given reaction. (1) Reactant: [CH2:1]([N:8]1[CH2:14][CH:13]2[NH:15][CH:10]([CH2:11][CH2:12]2)[CH2:9]1)[C:2]1[CH:7]=[CH:6][CH:5]=[CH:4][CH:3]=1.[O:16]1[CH2:18][CH:17]1[CH2:19][O:20][C:21]1[CH:28]=[CH:27][C:24]([C:25]#[N:26])=[CH:23][CH:22]=1.C(Cl)Cl. Product: [CH2:1]([N:8]1[CH2:14][CH:13]2[N:15]([CH2:18][CH:17]([OH:16])[CH2:19][O:20][C:21]3[CH:28]=[CH:27][C:24]([C:25]#[N:26])=[CH:23][CH:22]=3)[CH:10]([CH2:11][CH2:12]2)[CH2:9]1)[C:2]1[CH:3]=[CH:4][CH:5]=[CH:6][CH:7]=1. The catalyst class is: 41. (2) Reactant: [Cl:1][C:2]1[C:6]([Cl:7])=[C:5]([C:8](Cl)=[O:9])[S:4][N:3]=1.[NH3:11]. Product: [Cl:1][C:2]1[C:6]([Cl:7])=[C:5]([C:8]([NH2:11])=[O:9])[S:4][N:3]=1. The catalyst class is: 6. (3) Reactant: [Cl:1][C:2]1[CH:7]=[C:6]([N+:8]([O-])=O)[CH:5]=[CH:4][C:3]=1[C:11]#[C:12][C:13]1[CH:18]=[CH:17][CH:16]=[CH:15][CH:14]=1.[Cl-].[NH4+].O. Product: [Cl:1][C:2]1[CH:7]=[C:6]([CH:5]=[CH:4][C:3]=1[C:11]#[C:12][C:13]1[CH:14]=[CH:15][CH:16]=[CH:17][CH:18]=1)[NH2:8]. The catalyst class is: 415. (4) Reactant: [CH3:1][O:2][C:3](=[O:22])[C@H:4]([C@@H:19]([CH3:21])[OH:20])[NH:5][C:6](=O)[C:7]1[CH:12]=[CH:11][C:10]([N+:13]([O-:15])=[O:14])=[C:9]([O:16][CH3:17])[CH:8]=1.CC[N+](S(N=C(OC)[O-])(=O)=O)(CC)CC. Product: [CH3:17][O:16][C:9]1[CH:8]=[C:7]([C:6]2[O:20][CH:19]([CH3:21])[CH:4]([C:3]([O:2][CH3:1])=[O:22])[N:5]=2)[CH:12]=[CH:11][C:10]=1[N+:13]([O-:15])=[O:14]. The catalyst class is: 1. (5) Reactant: CN(C(ON1N=NC2C=CC=NC1=2)=[N+](C)C)C.F[P-](F)(F)(F)(F)F.[C:25]([O:29][C:30]([NH:32][CH2:33][C:34]1([C:49]([OH:51])=O)[CH2:39][CH2:38][N:37]([C:40]2[C:41]3[CH:48]=[CH:47][NH:46][C:42]=3[N:43]=[CH:44][N:45]=2)[CH2:36][CH2:35]1)=[O:31])([CH3:28])([CH3:27])[CH3:26].CCN(C(C)C)C(C)C.[S:61]1[C:65]2[CH:66]=[C:67]([NH2:70])[CH:68]=[CH:69][C:64]=2[N:63]=[CH:62]1. Product: [S:61]1[C:65]2[CH:66]=[C:67]([NH:70][C:49]([C:34]3([CH2:33][NH:32][C:30](=[O:31])[O:29][C:25]([CH3:28])([CH3:26])[CH3:27])[CH2:39][CH2:38][N:37]([C:40]4[C:41]5[CH:48]=[CH:47][NH:46][C:42]=5[N:43]=[CH:44][N:45]=4)[CH2:36][CH2:35]3)=[O:51])[CH:68]=[CH:69][C:64]=2[N:63]=[CH:62]1. The catalyst class is: 474. (6) The catalyst class is: 5. Reactant: C([NH:3][C:4]1[S:5][CH:6]=[C:7]([CH2:9][C:10]([N:12]2[CH2:17][CH2:16][N:15]([C:18]3[CH:23]=[CH:22][C:21]([NH:24][C:25]([C:27]4[CH2:32][CH2:31][CH2:30][CH2:29][C:28]=4[C:33]4[CH:38]=[CH:37][C:36]([C:39]([F:42])([F:41])[F:40])=[CH:35][CH:34]=4)=[O:26])=[CH:20][CH:19]=3)[CH2:14][CH2:13]2)=[O:11])[N:8]=1)=O.Cl. Product: [NH2:3][C:4]1[S:5][CH:6]=[C:7]([CH2:9][C:10]([N:12]2[CH2:17][CH2:16][N:15]([C:18]3[CH:23]=[CH:22][C:21]([NH:24][C:25]([C:27]4[CH2:32][CH2:31][CH2:30][CH2:29][C:28]=4[C:33]4[CH:34]=[CH:35][C:36]([C:39]([F:40])([F:42])[F:41])=[CH:37][CH:38]=4)=[O:26])=[CH:20][CH:19]=3)[CH2:14][CH2:13]2)=[O:11])[N:8]=1.